This data is from Full USPTO retrosynthesis dataset with 1.9M reactions from patents (1976-2016). The task is: Predict the reactants needed to synthesize the given product. (1) Given the product [CH3:20][O:19][C:16]1[CH:17]=[CH:18][C:13]([CH2:12][CH2:11][NH:10][C:4]2[CH:3]=[C:2]([C:27]3[CH:26]=[C:25]4[C:30](=[CH:29][CH:28]=3)[N:21]=[CH:22][CH:23]=[CH:24]4)[N:7]=[C:6]([O:8][CH3:9])[N:5]=2)=[CH:14][CH:15]=1, predict the reactants needed to synthesize it. The reactants are: Cl[C:2]1[N:7]=[C:6]([O:8][CH3:9])[N:5]=[C:4]([NH:10][CH2:11][CH2:12][C:13]2[CH:18]=[CH:17][C:16]([O:19][CH3:20])=[CH:15][CH:14]=2)[CH:3]=1.[N:21]1[C:30]2[C:25](=[CH:26][C:27](B(O)O)=[CH:28][CH:29]=2)[CH:24]=[CH:23][CH:22]=1.C([O-])([O-])=O.[Cs+].[Cs+].COCCOC. (2) Given the product [C:1]([C:5]1[N:6]=[C:7]2[CH:12]=[C:11]([C:13]([NH:37][NH2:38])=[O:14])[CH:10]=[CH:9][N:8]2[C:16]=1[CH2:17][CH:18]1[CH2:23][CH2:22][CH2:21][CH2:20][CH2:19]1)([CH3:4])([CH3:3])[CH3:2], predict the reactants needed to synthesize it. The reactants are: [C:1]([C:5]1[N:6]=[C:7]2[CH:12]=[C:11]([C:13](O)=[O:14])[CH:10]=[CH:9][N:8]2[C:16]=1[CH2:17][CH:18]1[CH2:23][CH2:22][CH2:21][CH2:20][CH2:19]1)([CH3:4])([CH3:3])[CH3:2].C(N1C=CN=C1)(N1C=CN=C1)=O.O.[NH2:37][NH2:38].O. (3) Given the product [CH3:43][O:44][C:45]1[C:46]2[N:59]=[C:58]([NH:60][C:6](=[O:8])[C:5]3[CH:9]=[CH:10][N:11]=[C:3]([CH3:2])[CH:4]=3)[S:57][C:47]=2[C:48]([C:51]2[CH:56]=[CH:55][CH:54]=[CH:53][CH:52]=2)=[N:49][CH:50]=1, predict the reactants needed to synthesize it. The reactants are: Cl.[CH3:2][C:3]1[CH:4]=[C:5]([CH:9]=[CH:10][N:11]=1)[C:6]([OH:8])=O.CN(C(ON1N=NC2C=CC=NC1=2)=[N+](C)C)C.F[P-](F)(F)(F)(F)F.CN1CCOCC1.[CH3:43][O:44][C:45]1[C:46]2[N:59]=[C:58]([NH2:60])[S:57][C:47]=2[C:48]([C:51]2[CH:56]=[CH:55][CH:54]=[CH:53][CH:52]=2)=[N:49][CH:50]=1. (4) Given the product [CH3:2][O:5][C:6](=[O:25])[CH2:7][O:8][CH:9]1[CH2:14][CH2:13][N:12]([C:15]([O:17][CH2:18][C:19]2[CH:20]=[CH:21][CH:22]=[CH:23][CH:24]=2)=[O:16])[CH2:11][CH2:10]1, predict the reactants needed to synthesize it. The reactants are: C[C:2]([O:5][C:6](=[O:25])[CH2:7][O:8][CH:9]1[CH2:14][CH2:13][N:12]([C:15]([O:17][CH2:18][C:19]2[CH:24]=[CH:23][CH:22]=[CH:21][CH:20]=2)=[O:16])[CH2:11][CH2:10]1)(C)C.FC(F)(F)C(O)=O.C(=O)([O-])[O-].[K+].[K+].CI. (5) Given the product [F:48][C:45]([F:47])([F:46])[C:43]1[CH:42]=[C:5]([CH:4]=[C:3]([C:2]([F:50])([F:49])[F:1])[CH:44]=1)[CH2:6][N:7]([CH2:14][C:15]1[C:16]([N:27]2[CH2:31][CH2:30][CH2:29][C@@H:28]2[C@H:32]2[CH2:37][CH2:36][C@H:35]([CH2:38][C:39]([NH2:56])=[O:40])[CH2:34][CH2:33]2)=[N:17][C:18]2[C:23]([CH:24]=1)=[CH:22][C:21]([F:25])=[C:20]([F:26])[CH:19]=2)[C:8]1[N:9]=[N:10][N:11]([CH3:13])[N:12]=1, predict the reactants needed to synthesize it. The reactants are: [F:1][C:2]([F:50])([F:49])[C:3]1[CH:4]=[C:5]([CH:42]=[C:43]([C:45]([F:48])([F:47])[F:46])[CH:44]=1)[CH2:6][N:7]([CH2:14][C:15]1[C:16]([N:27]2[CH2:31][CH2:30][CH2:29][C@@H:28]2[C@H:32]2[CH2:37][CH2:36][C@H:35]([CH2:38][C:39](O)=[O:40])[CH2:34][CH2:33]2)=[N:17][C:18]2[C:23]([CH:24]=1)=[CH:22][C:21]([F:25])=[C:20]([F:26])[CH:19]=2)[C:8]1[N:9]=[N:10][N:11]([CH3:13])[N:12]=1.[NH4+].[Cl-].Cl.C([N:56]=C=NCCCN(C)C)C.ON1C2N=CC=CC=2N=N1. (6) The reactants are: [CH2:1]([C:3]1[O:7][N:6]=[C:5]([C:8]([OH:10])=O)[CH:4]=1)[CH3:2].C(Cl)(=O)C(Cl)=O.[N-:17]=[N+:18]=[N-:19].[Na+]. Given the product [CH2:1]([C:3]1[O:7][N:6]=[C:5]([C:8]([N:17]=[N+:18]=[N-:19])=[O:10])[CH:4]=1)[CH3:2], predict the reactants needed to synthesize it. (7) Given the product [C:9]([NH:17][C:18]1[S:19][CH2:26][CH:25]2[CH2:24][N:23]([C:28]([O:30][C:31]([CH3:34])([CH3:33])[CH3:32])=[O:29])[CH2:22][C:21]2([C:35]2[CH:40]=[N:39][CH:38]=[CH:37][N:36]=2)[N:20]=1)(=[O:16])[C:10]1[CH:15]=[CH:14][CH:13]=[CH:12][CH:11]=1, predict the reactants needed to synthesize it. The reactants are: ClC(N(C)C)=C(C)C.[C:9]([NH:17][C:18]([NH:20][C:21]1([C:35]2[CH:40]=[N:39][CH:38]=[CH:37][N:36]=2)[CH:25]([CH2:26]O)[CH2:24][N:23]([C:28]([O:30][C:31]([CH3:34])([CH3:33])[CH3:32])=[O:29])[CH2:22]1)=[S:19])(=[O:16])[C:10]1[CH:15]=[CH:14][CH:13]=[CH:12][CH:11]=1.C(=O)([O-])[O-].[Na+].[Na+]. (8) Given the product [C:1]([C:5]1[CH:24]=[CH:23][C:8]([C:9]([NH:11][C:12]2[N:13]=[C:14]3[CH:19]=[CH:18][C:17]([N:25]4[CH:29]=[CH:28][N:27]=[CH:26]4)=[N:16][N:15]3[C:21]=2[CH3:22])=[O:10])=[CH:7][CH:6]=1)([CH3:4])([CH3:3])[CH3:2], predict the reactants needed to synthesize it. The reactants are: [C:1]([C:5]1[CH:24]=[CH:23][C:8]([C:9]([NH:11][C:12]2[N:13]=[C:14]3[CH:19]=[CH:18][C:17](Cl)=[N:16][N:15]3[C:21]=2[CH3:22])=[O:10])=[CH:7][CH:6]=1)([CH3:4])([CH3:3])[CH3:2].[NH:25]1[CH:29]=[CH:28][N:27]=[CH:26]1.C(=O)([O-])[O-].[Cs+].[Cs+]. (9) Given the product [ClH:35].[N+:26]([C:19]1[CH:18]=[CH:17][C:16]([NH:14][CH:11]2[CH2:10][CH2:9][NH:8][CH2:13][CH2:12]2)=[CH:21][C:20]=1[C:22]([F:23])([F:24])[F:25])([O-:28])=[O:27], predict the reactants needed to synthesize it. The reactants are: C(OC([N:8]1[CH2:13][CH2:12][CH:11]([NH2:14])[CH2:10][CH2:9]1)=O)(C)(C)C.F[C:16]1[CH:17]=[CH:18][C:19]([N+:26]([O-:28])=[O:27])=[C:20]([C:22]([F:25])([F:24])[F:23])[CH:21]=1.C(=O)([O-])[O-].[K+].[K+].[Cl:35]CCl. (10) The reactants are: [Cl:1][C:2]1[CH:3]=[C:4]([CH:29]=[CH:30][C:31]=1[F:32])[CH2:5][N:6]1[CH2:15][CH2:14][C:13]2[C:8](=[C:9]([O:26][CH3:27])[C:10](=[O:25])[N:11]3[CH2:21][CH2:20][C:19](=O)[CH2:18][N:17]([CH3:23])[C:16](=[O:24])[C:12]3=2)[C:7]1=[O:28].[NH:33]1[CH2:37][CH2:36][CH2:35][CH2:34]1.C(O)(=O)C.[BH4-].[Na+]. Given the product [Cl:1][C:2]1[CH:3]=[C:4]([CH:29]=[CH:30][C:31]=1[F:32])[CH2:5][N:6]1[CH2:15][CH2:14][C:13]2[C:8](=[C:9]([O:26][CH3:27])[C:10](=[O:25])[N:11]3[CH2:21][CH2:20][CH:19]([N:33]4[CH2:37][CH2:36][CH2:35][CH2:34]4)[CH2:18][N:17]([CH3:23])[C:16](=[O:24])[C:12]3=2)[C:7]1=[O:28], predict the reactants needed to synthesize it.